This data is from Catalyst prediction with 721,799 reactions and 888 catalyst types from USPTO. The task is: Predict which catalyst facilitates the given reaction. (1) Reactant: C[Si](C)(C)[N-][Si](C)(C)C.[Li+].[SH:11][C:12]1[S:13][CH:14]=[C:15]([C:17]2[CH2:18][C@H:19]([CH3:29])[N:20]([C:23]([O:25][CH2:26][CH:27]=[CH2:28])=[O:24])[CH2:21][CH:22]=2)[N:16]=1.O(P(OC1C=CC=CC=1)O[C:39]1[C@H:45]([CH3:46])[C@H:44]2[N:41]([C:42](=[O:54])[C@@H:43]2[C@H:47]([O:49][Si:50]([CH3:53])([CH3:52])[CH3:51])[CH3:48])[C:40]=1[C:55]([O:57][CH2:58][CH:59]=[CH2:60])=[O:56])C1C=CC=CC=1.C(#N)C. Product: [CH2:26]([O:25][C:23]([N:20]1[CH2:21][CH:22]=[C:17]([C:15]2[N:16]=[C:12]([S:11][C:39]3[C@H:45]([CH3:46])[C@H:44]4[N:41]([C:42](=[O:54])[C@@H:43]4[C@H:47]([O:49][Si:50]([CH3:51])([CH3:52])[CH3:53])[CH3:48])[C:40]=3[C:55]([O:57][CH2:58][CH:59]=[CH2:60])=[O:56])[S:13][CH:14]=2)[CH2:18][C@@H:19]1[CH3:29])=[O:24])[CH:27]=[CH2:28]. The catalyst class is: 1. (2) Reactant: Cl[C:2]1[C:11]2[N:12]=[C:13]([OH:22])[N:14]([CH2:15][CH:16]3[CH2:21][CH2:20][O:19][CH2:18][CH2:17]3)[C:10]=2[C:9]2[CH:8]=[CH:7][CH:6]=[CH:5][C:4]=2[N:3]=1.[NH3:23]. Product: [NH2:23][C:2]1[C:11]2[N:12]=[C:13]([OH:22])[N:14]([CH2:15][CH:16]3[CH2:21][CH2:20][O:19][CH2:18][CH2:17]3)[C:10]=2[C:9]2[CH:8]=[CH:7][CH:6]=[CH:5][C:4]=2[N:3]=1. The catalyst class is: 5.